From a dataset of Forward reaction prediction with 1.9M reactions from USPTO patents (1976-2016). Predict the product of the given reaction. (1) Given the reactants [Cl:1][C:2]1[CH:10]=[C:9]2[C:5]([C:6]([C:11]([N:13]3[CH2:18][CH2:17][N:16]([C:19]4[CH:24]=[CH:23][CH:22]=[CH:21][C:20]=4[O:25][CH3:26])[CH2:15][CH2:14]3)=[O:12])=[CH:7][NH:8]2)=[CH:4][CH:3]=1.Br[CH2:28][C:29]([OH:31])=[O:30], predict the reaction product. The product is: [Cl:1][C:2]1[CH:10]=[C:9]2[C:5]([C:6]([C:11]([N:13]3[CH2:18][CH2:17][N:16]([C:19]4[CH:24]=[CH:23][CH:22]=[CH:21][C:20]=4[O:25][CH3:26])[CH2:15][CH2:14]3)=[O:12])=[CH:7][N:8]2[CH2:28][C:29]([OH:31])=[O:30])=[CH:4][CH:3]=1. (2) Given the reactants C([O:5][C:6]([N:8]1[CH2:15][CH:14]2[CH:10]([CH2:11][N:12]([CH2:16][C:17]3[S:25][C:24]4[C:23]([N:26]5[CH2:31][CH2:30][O:29][CH2:28][CH2:27]5)=[N:22][C:21]([Cl:32])=[N:20][C:19]=4[CH:18]=3)[CH2:13]2)[CH2:9]1)=O)(C)(C)C.C(O)(C(F)(F)F)=O.[CH2:40]([N:42](CC)[CH2:43]C)C.CN(C)C(Cl)=O, predict the reaction product. The product is: [CH3:40][N:42]([CH3:43])[C:6]([N:8]1[CH2:15][CH:14]2[CH:10]([CH2:11][N:12]([CH2:16][C:17]3[S:25][C:24]4[C:23]([N:26]5[CH2:27][CH2:28][O:29][CH2:30][CH2:31]5)=[N:22][C:21]([Cl:32])=[N:20][C:19]=4[CH:18]=3)[CH2:13]2)[CH2:9]1)=[O:5]. (3) Given the reactants [CH3:1][CH:2]([N:4]([CH2:17][C:18]1[CH:23]=[C:22]([F:24])[CH:21]=[CH:20][C:19]=1[C:25]([F:28])([F:27])[F:26])[C@H:5]1[CH2:9][CH2:8][N:7](C(OC(C)(C)C)=O)[CH2:6]1)[CH3:3].ClCCl.O.[C:33]([OH:40])(=[O:39])/[CH:34]=[CH:35]/[C:36]([OH:38])=[O:37], predict the reaction product. The product is: [C:33]([OH:40])(=[O:39])/[CH:34]=[CH:35]/[C:36]([OH:38])=[O:37].[CH3:3][CH:2]([N:4]([CH2:17][C:18]1[CH:23]=[C:22]([F:24])[CH:21]=[CH:20][C:19]=1[C:25]([F:28])([F:26])[F:27])[C@H:5]1[CH2:9][CH2:8][NH:7][CH2:6]1)[CH3:1]. (4) Given the reactants C([O:3][C:4](=[O:35])[CH:5]([S:7]([CH2:10][CH:11]1[CH2:16][CH2:15][C:14]([S:25]([C:28]2[CH:33]=[CH:32][C:31]([Cl:34])=[CH:30][CH:29]=2)(=[O:27])=[O:26])([C:17]2[CH:22]=[C:21]([F:23])[CH:20]=[CH:19][C:18]=2[F:24])[CH2:13][CH2:12]1)(=[O:9])=[O:8])[CH3:6])C.[OH-].[Li+].Cl, predict the reaction product. The product is: [Cl:34][C:31]1[CH:30]=[CH:29][C:28]([S:25]([C:14]2([C:17]3[CH:22]=[C:21]([F:23])[CH:20]=[CH:19][C:18]=3[F:24])[CH2:13][CH2:12][CH:11]([CH2:10][S:7]([CH:5]([CH3:6])[C:4]([OH:35])=[O:3])(=[O:9])=[O:8])[CH2:16][CH2:15]2)(=[O:26])=[O:27])=[CH:33][CH:32]=1. (5) The product is: [O:20]1[CH2:21][CH2:22][O:23][CH2:24][CH:19]1[C:18]1[C:12]2[S:11][C:10]([NH:9][C:8]([N:39]3[CH2:40][CH2:41][C:36]([CH2:42][OH:43])([CH3:35])[CH2:37][CH2:38]3)=[O:27])=[N:14][C:13]=2[C:15]([O:25][CH3:26])=[CH:16][CH:17]=1. Given the reactants C1(O[C:8](=[O:27])[NH:9][C:10]2[S:11][C:12]3[C:18]([CH:19]4[CH2:24][O:23][CH2:22][CH2:21][O:20]4)=[CH:17][CH:16]=[C:15]([O:25][CH3:26])[C:13]=3[N:14]=2)C=CC=CC=1.FC(F)(F)C(O)=O.[CH3:35][C:36]1([CH2:42][OH:43])[CH2:41][CH2:40][NH:39][CH2:38][CH2:37]1.C(N(C(C)C)C(C)C)C, predict the reaction product.